Dataset: Full USPTO retrosynthesis dataset with 1.9M reactions from patents (1976-2016). Task: Predict the reactants needed to synthesize the given product. (1) The reactants are: [C:1]([C:4]1[CH:11]=[CH:10][C:7]([C:8]#[N:9])=[CH:6][CH:5]=1)(=[O:3])[CH3:2].[CH2:12](O)[CH2:13][OH:14].B(F)(F)F.CCOCC. Given the product [CH3:2][C:1]1([C:4]2[CH:11]=[CH:10][C:7]([C:8]#[N:9])=[CH:6][CH:5]=2)[O:14][CH2:13][CH2:12][O:3]1, predict the reactants needed to synthesize it. (2) Given the product [Cl:19][C:20]1[C:21]([CH2:28][NH:1][C:2]2[CH:3]=[CH:4][C:5]([F:18])=[C:6]([C@:8]3([CH3:17])[C@@H:14]([F:15])[CH2:13][O:12][CH2:11][C:10]([NH2:16])=[N:9]3)[CH:7]=2)=[N:22][N:23]([CH:25]([F:27])[F:26])[CH:24]=1, predict the reactants needed to synthesize it. The reactants are: [NH2:1][C:2]1[CH:3]=[CH:4][C:5]([F:18])=[C:6]([C@:8]2([CH3:17])[C@@H:14]([F:15])[CH2:13][O:12][CH2:11][C:10]([NH2:16])=[N:9]2)[CH:7]=1.[Cl:19][C:20]1[C:21]([CH:28]=O)=[N:22][N:23]([CH:25]([F:27])[F:26])[CH:24]=1.[B][B][B][B][B][B][B][B][B][B]. (3) Given the product [CH2:7]([C@@H:14]1[CH2:18][O:17][C:16](=[O:19])[N:15]1[C:20](=[O:27])[C@H:21]([Br:28])[CH:22]([CH2:1][CH2:2][CH2:3][CH3:4])[CH2:23][CH2:24][CH2:25][CH3:26])[C:8]1[CH:9]=[CH:10][CH:11]=[CH:12][CH:13]=1, predict the reactants needed to synthesize it. The reactants are: [CH2:1]([Mg]Cl)[CH2:2][CH2:3][CH3:4].[CH2:7]([C@@H:14]1[CH2:18][O:17][C:16](=[O:19])[N:15]1[C:20](=[O:27])/[CH:21]=[CH:22]/[CH2:23][CH2:24][CH2:25][CH3:26])[C:8]1[CH:13]=[CH:12][CH:11]=[CH:10][CH:9]=1.[Br:28]N1C(=O)CCC1=O. (4) The reactants are: [O-]CC.[Na+].[CH2:5]([C:9]([NH2:11])=[O:10])[C:6]([NH2:8])=[NH:7].Cl.Br[CH2:14][C:15]([C:17]1[CH:22]=[CH:21][C:20]([Br:23])=[CH:19][CH:18]=1)=O. Given the product [NH2:7][C:6]1[NH:8][C:15]([C:17]2[CH:22]=[CH:21][C:20]([Br:23])=[CH:19][CH:18]=2)=[CH:14][C:5]=1[C:9]([NH2:11])=[O:10], predict the reactants needed to synthesize it. (5) Given the product [CH2:51]([C@H:36]1[NH:35][C:33](=[O:34])[C@@H:32]([CH3:58])[NH:31][C:29](=[O:30])[CH2:28][C@@H:27](/[CH:59]=[CH:60]/[CH2:61][CH2:62][S:63][C:17]([C:9]2[CH:8]=[CH:13][CH:12]=[CH:11][CH:10]=2)([C:8]2[CH:13]=[CH:12][CH:11]=[CH:10][CH:9]=2)[C:9]2[CH:10]=[CH:11][CH:12]=[CH:13][CH:8]=2)[O:46][C:45](=[O:47])[CH2:44][NH:43][C:41](=[O:42])[C@@H:40]([CH:48]([CH3:50])[CH3:49])[NH:39][C:37]1=[O:38])[C:52]1[CH:57]=[CH:56][CH:55]=[CH:54][CH:53]=1, predict the reactants needed to synthesize it. The reactants are: [CH3:17][C:9]1[CH:10]=[CH:11][CH:12]=[C:13]([N+]([O-])=O)[C:8]=1C(OC(=O)[C:8]1[C:13]([N+]([O-])=O)=[CH:12][CH:11]=[CH:10][C:9]=1[CH3:17])=O.O[C@@H:27](/[CH:59]=[CH:60]/[CH2:61][CH2:62][S:63]C(C1C=CC=CC=1)(C1C=CC=CC=1)C1C=CC=CC=1)[CH2:28][C:29]([NH:31][C@H:32]([CH3:58])[C:33]([NH:35][C@H:36]([CH2:51][C:52]1[CH:57]=[CH:56][CH:55]=[CH:54][CH:53]=1)[C:37]([NH:39][C@H:40]([CH:48]([CH3:50])[CH3:49])[C:41]([NH:43][CH2:44][C:45]([OH:47])=[O:46])=[O:42])=[O:38])=[O:34])=[O:30].CN(C=O)C.